Dataset: Retrosynthesis with 50K atom-mapped reactions and 10 reaction types from USPTO. Task: Predict the reactants needed to synthesize the given product. (1) Given the product CCOC(=O)C1(CCCn2c(=O)cc(C)c3ccc(OC)cc32)CCN(C(=O)OC(C)(C)C)CC1, predict the reactants needed to synthesize it. The reactants are: CCOC(=O)C1(CCCOS(C)(=O)=O)CCN(C(=O)OC(C)(C)C)CC1.COc1ccc2c(C)cc(=O)[nH]c2c1. (2) Given the product CCCCOCCOc1ccc(-c2ccc3c(c2)C=C(C(=O)Nc2ccc(S(=O)Cc4cn(CCC)cn4)cc2)CCN3CC(C)C)cc1, predict the reactants needed to synthesize it. The reactants are: CCCCOCCOc1ccc(-c2ccc3c(c2)C=C(C(=O)Nc2ccc(SCc4cn(CCC)cn4)cc2)CCN3CC(C)C)cc1.O=C(OO)c1cccc(Cl)c1. (3) Given the product O=C(O)CNC(=O)CCC(F)(C(F)(F)F)C(F)(F)F, predict the reactants needed to synthesize it. The reactants are: NCC(=O)O.O=C(Cl)CCC(F)(C(F)(F)F)C(F)(F)F. (4) Given the product COCc1c(-c2ccccc2)ncc2[nH]c3ccc(OCc4ccccc4)cc3c12, predict the reactants needed to synthesize it. The reactants are: COCc1c(Br)ncc2[nH]c3ccc(OCc4ccccc4)cc3c12.OB(O)c1ccccc1. (5) Given the product Cc1cnc(NC(=O)CBr)s1, predict the reactants needed to synthesize it. The reactants are: Cc1cnc(N)s1.O=C(Br)CBr.